From a dataset of Forward reaction prediction with 1.9M reactions from USPTO patents (1976-2016). Predict the product of the given reaction. (1) Given the reactants C(N(C(C)C)CC)(C)C.[Cl:10][C:11]1[N:16]=[C:15](Cl)[C:14]2[CH2:18][CH2:19][CH2:20][C:13]=2[N:12]=1.[CH3:21][O:22][C:23]([C:25]1([C:29]2[CH:34]=[CH:33][C:32]([NH2:35])=[CH:31][CH:30]=2)[CH2:28][CH2:27][CH2:26]1)=[O:24], predict the reaction product. The product is: [CH3:21][O:22][C:23]([C:25]1([C:29]2[CH:30]=[CH:31][C:32]([NH:35][C:15]3[C:14]4[CH2:18][CH2:19][CH2:20][C:13]=4[N:12]=[C:11]([Cl:10])[N:16]=3)=[CH:33][CH:34]=2)[CH2:26][CH2:27][CH2:28]1)=[O:24]. (2) Given the reactants Br[N:2]1C(=O)[CH2:5][CH2:4][C:3]1=O.CO/C=C/C#N.[F:15][C:16]1[CH:17]=[CH:18][C:19]([NH2:22])=[N:20][CH:21]=1, predict the reaction product. The product is: [F:15][C:16]1[CH:17]=[CH:18][C:19]2[N:20]([C:4]([C:3]#[N:2])=[CH:5][N:22]=2)[CH:21]=1. (3) Given the reactants [Cl:1][C:2]1[CH:3]=[C:4]2[NH:11][CH2:10][CH2:9][N:5]2[C:6](=[O:8])[N:7]=1.I[CH:13]([CH3:15])[CH3:14].C([O-])([O-])=O.[Cs+].[Cs+], predict the reaction product. The product is: [Cl:1][C:2]1[CH:3]=[C:4]2[N:11]([CH:13]([CH3:15])[CH3:14])[CH2:10][CH2:9][N:5]2[C:6](=[O:8])[N:7]=1.